Dataset: Reaction yield outcomes from USPTO patents with 853,638 reactions. Task: Predict the reaction yield, written as a fraction of the theoretical maximum amount of product (1.0 means a 100% yield; for example, 0.34 means a 34% yield). (1) The reactants are C([NH:4][C:5]1[C:6]([F:15])=[C:7]([CH:11]=[CH:12][C:13]=1[Cl:14])[C:8]([OH:10])=[O:9])(=O)C.Cl. No catalyst specified. The product is [NH2:4][C:5]1[C:6]([F:15])=[C:7]([CH:11]=[CH:12][C:13]=1[Cl:14])[C:8]([OH:10])=[O:9]. The yield is 0.960. (2) The reactants are [CH3:1][CH2:2][CH2:3][CH2:4][CH:5]([CH2:8][NH:9][CH2:10][CH:11]([CH2:14][CH2:15][CH2:16][CH3:17])[CH2:12][CH3:13])[CH2:6][CH3:7].[Cl:18][CH:19]([C:23]1[CH:28]=[CH:27][CH:26]=[CH:25][CH:24]=1)[C:20](Cl)=[O:21]. No catalyst specified. The product is [Cl:18][CH:19]([C:23]1[CH:28]=[CH:27][CH:26]=[CH:25][CH:24]=1)[C:20]([N:9]([CH2:8][CH:5]([CH2:6][CH3:7])[CH2:4][CH2:3][CH2:2][CH3:1])[CH2:10][CH:11]([CH2:12][CH3:13])[CH2:14][CH2:15][CH2:16][CH3:17])=[O:21]. The yield is 0.960. (3) The reactants are Br[C:2]1[CH:7]=[CH:6][C:5]([N+:8]([O-:10])=[O:9])=[CH:4][C:3]=1[N:11]([CH2:15][C:16]([CH3:18])=[CH2:17])[C:12](=[O:14])[CH3:13].C([O-])=O.[Na+].C([O-])(=O)C.[Na+]. The catalyst is O.[Cl-].C([N+](CC)(CC)CC)C.CN(C=O)C.C([O-])(=O)C.[Pd+2].C([O-])(=O)C. The product is [CH3:17][C:16]1([CH3:18])[C:2]2[C:3](=[CH:4][C:5]([N+:8]([O-:10])=[O:9])=[CH:6][CH:7]=2)[N:11]([C:12](=[O:14])[CH3:13])[CH2:15]1. The yield is 0.880. (4) The yield is 0.265. The reactants are [Cl:1][C:2]1[CH:3]=[CH:4][C:5]([OH:12])=[C:6]([NH:8][C:9]([NH2:11])=[O:10])[CH:7]=1.C(=O)([O-])[O-].[Cs+].[Cs+].[CH2:19]([CH:21]1[O:23][CH2:22]1)Br. The product is [Cl:1][C:2]1[CH:3]=[CH:4][C:5]([O:12][CH2:19][CH:21]2[CH2:22][O:23]2)=[C:6]([NH:8][C:9]([NH2:11])=[O:10])[CH:7]=1. The catalyst is CN(C=O)C. (5) The reactants are [NH2:1][C:2]1[NH:3][C:4](=[O:13])[C:5]2[N:11]=[C:10]([Cl:12])[CH:9]=[CH:8][C:6]=2[N:7]=1.[C:14](OC(=O)C)(=[O:16])[CH3:15]. No catalyst specified. The product is [C:14]([NH:1][C:2]1[NH:3][C:4](=[O:13])[C:5]2[N:11]=[C:10]([Cl:12])[CH:9]=[CH:8][C:6]=2[N:7]=1)(=[O:16])[CH3:15]. The yield is 0.800. (6) The reactants are [CH3:1][O:2][C:3]1[CH:4]=[N:5][CH:6]=[C:7]([O:9][CH3:10])[CH:8]=1.[Li]CCCC.CN([CH:19]=[O:20])C. The catalyst is C1COCC1. The product is [CH3:10][O:9][C:7]1[CH:6]=[N:5][CH:4]=[C:3]([O:2][CH3:1])[C:8]=1[CH:19]=[O:20]. The yield is 0.620. (7) The reactants are [CH:1]([C@@H:4]([NH:14][C:15](=[O:24])[O:16][CH2:17][C:18]1[CH:23]=[CH:22][CH:21]=[CH:20][CH:19]=1)[CH2:5][O:6][CH2:7][CH:8]1[CH2:13][CH2:12][NH:11][CH2:10][CH2:9]1)([CH3:3])[CH3:2].[CH3:25][C:26]([CH3:28])=O. No catalyst specified. The product is [CH:1]([C@@H:4]([NH:14][C:15](=[O:24])[O:16][CH2:17][C:18]1[CH:23]=[CH:22][CH:21]=[CH:20][CH:19]=1)[CH2:5][O:6][CH2:7][CH:8]1[CH2:13][CH2:12][N:11]([CH:26]([CH3:28])[CH3:25])[CH2:10][CH2:9]1)([CH3:3])[CH3:2]. The yield is 0.920.